The task is: Predict the product of the given reaction.. This data is from Forward reaction prediction with 1.9M reactions from USPTO patents (1976-2016). (1) Given the reactants [F:1][C:2]1[CH:7]=[C:6]([F:8])[CH:5]=[CH:4][C:3]=1[N:9]1[C:17](=[O:18])[C:16]2[C@H:15]3[C:19]([CH3:21])([CH3:20])[C@:12]([CH3:22])([CH2:13][CH2:14]3)[C:11]=2[NH:10]1.[I-].[Na+].[F:25][C:26]1[CH:33]=[C:32]([F:34])[CH:31]=[CH:30][C:27]=1[CH2:28]Br.C(OCC)(=O)C, predict the reaction product. The product is: [F:25][C:26]1[CH:33]=[C:32]([F:34])[CH:31]=[CH:30][C:27]=1[CH2:28][N:10]1[C:11]2[C@:12]3([CH3:22])[C:19]([CH3:21])([CH3:20])[C@@H:15]([CH2:14][CH2:13]3)[C:16]=2[C:17](=[O:18])[N:9]1[C:3]1[CH:4]=[CH:5][C:6]([F:8])=[CH:7][C:2]=1[F:1]. (2) The product is: [CH3:1][O:2][C:3]([C:5]1[CH:6]=[C:7]([CH3:21])[C:8]2[O:14][C:13]3[C:15]([Cl:19])=[CH:16][C:17]([N+:22]([O-:24])=[O:23])=[CH:18][C:12]=3[CH2:11][S:10](=[O:27])[C:9]=2[CH:20]=1)=[O:4]. Given the reactants [CH3:1][O:2][C:3]([C:5]1[CH:6]=[C:7]([CH3:21])[C:8]2[O:14][C:13]3[C:15]([Cl:19])=[CH:16][CH:17]=[CH:18][C:12]=3[CH2:11][S:10][C:9]=2[CH:20]=1)=[O:4].[N+:22]([O-])([OH:24])=[O:23].S(=O)(=O)(O)[OH:27], predict the reaction product. (3) Given the reactants [CH3:1][O:2][C:3]1[CH:13]=[CH:12][C:6]2[CH2:7][CH2:8][NH:9][CH2:10][CH2:11][C:5]=2[CH:4]=1.[F:14][C:15]([F:26])([F:25])[C:16](O[C:19](=[O:24])[C:20]([F:23])([F:22])[F:21])=[O:17].[N+:27]([O-:30])([O-:29])=[O:28].[K+], predict the reaction product. The product is: [F:14][C:15]([F:26])([F:25])[C:16]([N:9]1[CH2:10][CH2:11][C:5]2[CH:4]=[C:3]([O:2][CH3:1])[C:13]([N+:27]([O-:29])=[O:28])=[CH:12][C:6]=2[CH2:7][CH2:8]1)=[O:17].[F:23][C:20]([F:21])([F:22])[C:19]([N:9]1[CH2:10][CH2:11][C:5]2[C:4]([N+:27]([O-:30])=[O:28])=[C:3]([O:2][CH3:1])[CH:13]=[CH:12][C:6]=2[CH2:7][CH2:8]1)=[O:24]. (4) The product is: [CH2:1]([S:15][CH2:16][CH2:17][OH:18])[CH2:2][CH2:3][CH2:4][CH2:5][CH2:6][CH2:7][CH2:8][CH2:9][CH2:10][CH2:11][CH2:12][CH2:13][CH3:14]. Given the reactants [CH2:1]([S:15][CH2:16][C:17](O)=[O:18])[CH2:2][CH2:3][CH2:4][CH2:5][CH2:6][CH2:7][CH2:8][CH2:9][CH2:10][CH2:11][CH2:12][CH2:13][CH3:14].[H-].[H-].[H-].[H-].[Li+].[Al+3].[NH4+].[Cl-], predict the reaction product. (5) Given the reactants [CH3:1][O:2][C:3]1[CH:8]=[CH:7][C:6]([S:9](Cl)(=[O:11])=[O:10])=[CH:5][CH:4]=1.[Cl:13][C:14]1[CH:19]=[CH:18][C:17]([C:20]2[CH:25]=[CH:24][CH:23]=[CH:22][C:21]=2[CH:26]([NH2:28])[CH3:27])=[C:16]([F:29])[CH:15]=1.C(N(CC)CC)C, predict the reaction product. The product is: [Cl:13][C:14]1[CH:19]=[CH:18][C:17]([C:20]2[CH:25]=[CH:24][CH:23]=[CH:22][C:21]=2[CH:26]([NH:28][S:9]([C:6]2[CH:7]=[CH:8][C:3]([O:2][CH3:1])=[CH:4][CH:5]=2)(=[O:11])=[O:10])[CH3:27])=[C:16]([F:29])[CH:15]=1. (6) The product is: [NH2:17][C:15]1[C:16]2[C:8]([C:5]3[CH:6]=[CH:7][C:2]([NH:1][C:26](=[O:27])[O:28][CH2:29][C:30]4[CH:35]=[CH:34][CH:33]=[CH:32][CH:31]=4)=[C:3]([O:23][CH3:24])[CH:4]=3)=[CH:9][N:10]([CH:18]3[CH2:22][CH2:21][CH2:20][CH2:19]3)[C:11]=2[N:12]=[CH:13][N:14]=1. Given the reactants [NH2:1][C:2]1[CH:7]=[CH:6][C:5]([C:8]2[C:16]3[C:15]([NH2:17])=[N:14][CH:13]=[N:12][C:11]=3[N:10]([CH:18]3[CH2:22][CH2:21][CH2:20][CH2:19]3)[CH:9]=2)=[CH:4][C:3]=1[O:23][CH3:24].Cl[C:26]([O:28][CH2:29][C:30]1[CH:35]=[CH:34][CH:33]=[CH:32][CH:31]=1)=[O:27].N1C=CC=CC=1.ClCCl, predict the reaction product.